From a dataset of Serine/threonine kinase 33 screen with 319,792 compounds. Binary Classification. Given a drug SMILES string, predict its activity (active/inactive) in a high-throughput screening assay against a specified biological target. (1) The compound is O(c1c(NC(=O)Nc2c(OC)ccc(OC)c2)cccc1)CC. The result is 0 (inactive). (2) The compound is BrC=1C(/N=NC1)=C(/NOCC)N. The result is 0 (inactive).